Predict the reaction yield, written as a fraction of the theoretical maximum amount of product (1.0 means a 100% yield; for example, 0.34 means a 34% yield). From a dataset of Reaction yield outcomes from USPTO patents with 853,638 reactions. (1) The reactants are C[Al](C)C.[CH3:5][N:6]1[CH2:11][CH2:10][N:9]([C:12]2[S:16][C:15]([C:17]([O:19]CC)=O)=[CH:14][CH:13]=2)[CH2:8][CH2:7]1.Cl.[CH3:23][O:24][C:25]1[CH:26]=[C:27]([CH2:33][O:34][C:35]2[CH:36]=[C:37]([NH2:40])[NH:38][N:39]=2)[CH:28]=[C:29]([O:31][CH3:32])[CH:30]=1.C(C(C(C([O-])=O)O)O)([O-])=O.[Na+].[K+]. The catalyst is C1(C)C=CC=CC=1.O.C(OCC)(=O)C. The product is [CH3:32][O:31][C:29]1[CH:28]=[C:27]([CH2:33][O:34][C:35]2[CH:36]=[C:37]([NH:40][C:17]([C:15]3[S:16][C:12]([N:9]4[CH2:8][CH2:7][N:6]([CH3:5])[CH2:11][CH2:10]4)=[CH:13][CH:14]=3)=[O:19])[NH:38][N:39]=2)[CH:26]=[C:25]([O:24][CH3:23])[CH:30]=1. The yield is 0.321. (2) The product is [CH3:13][O:16][C:5](=[O:6])[C:4]1[C:3](=[C:2]([OH:1])[CH:12]=[CH:11][CH:10]=1)[C:8]([O:7][CH3:19])=[O:9]. The catalyst is CO.CN(C=O)C. The yield is 0.770. The reactants are [OH:1][C:2]1[CH:12]=[CH:11][CH:10]=[C:4]2[C:5]([O:7][C:8](=[O:9])[C:3]=12)=[O:6].[C:13](=[O:16])(O)[O-].[Na+].I[CH3:19]. (3) The reactants are [C:1]([O:5][C:6]([NH:8][CH2:9][C:10]([OH:12])=O)=[O:7])([CH3:4])([CH3:3])[CH3:2].[NH:13]1[CH2:20][CH2:19][CH2:18][C@H:14]1[C:15]([NH2:17])=[O:16].ON1C2C=CC=CC=2N=N1.C(N=C=NCCCN(C)C)C.C(N(CC)CC)C. The catalyst is CN(C)C=O. The product is [C:1]([O:5][C:6](=[O:7])[NH:8][CH2:9][C:10]([N:13]1[CH2:20][CH2:19][CH2:18][C@H:14]1[C:15](=[O:16])[NH2:17])=[O:12])([CH3:2])([CH3:3])[CH3:4]. The yield is 0.958. (4) The reactants are C([C@@H]1N(C(=O)C2C=CC(OC3C=CC=CC=3)=CC=2)C[C@H](CC(C)C)NC1=O)C(C)C.[CH2:31]([C@@H:35]1[NH:40][CH2:39][C@H:38]([CH2:41][CH:42]([CH3:44])[CH3:43])[NH:37][C:36]1=[O:45])[CH:32]([CH3:34])[CH3:33].[S:46]1[CH:50]=[CH:49][CH:48]=[C:47]1[C:51]1[O:55][N:54]=[C:53]([C:56](O)=[O:57])[CH:52]=1. No catalyst specified. The product is [CH2:31]([C@@H:35]1[N:40]([C:56]([C:53]2[CH:52]=[C:51]([C:47]3[S:46][CH:50]=[CH:49][CH:48]=3)[O:55][N:54]=2)=[O:57])[CH2:39][C@H:38]([CH2:41][CH:42]([CH3:44])[CH3:43])[NH:37][C:36]1=[O:45])[CH:32]([CH3:34])[CH3:33]. The yield is 0.518. (5) The reactants are [Br:1][C:2]1[CH:3]=[C:4]([C:10](=[O:16])/[CH:11]=[CH:12]/[C:13]([OH:15])=[O:14])[CH:5]=[C:6]([Br:9])[C:7]=1[OH:8]. The catalyst is C(OCC)(=O)C.O.C(OCC)C.Cl.[Zn]. The product is [Br:1][C:2]1[CH:3]=[C:4]([C:10](=[O:16])[CH2:11][CH2:12][C:13]([OH:15])=[O:14])[CH:5]=[C:6]([Br:9])[C:7]=1[OH:8]. The yield is 0.360. (6) The reactants are [CH3:1][O:2][C:3]1[CH:4]=[CH:5][C:6]2[C:10]([O:11][C:12]3[CH:13]=[CH:14][C:15](C=O)=[N:16][CH:17]=3)=[C:9]([C:20]3[CH:25]=[CH:24][C:23]([O:26][CH3:27])=[CH:22][CH:21]=3)[S:8][C:7]=2[CH:28]=1.C1(P(C2C=CC=CC=2)(C2C=CC=CC=2)=[CH:36][C:37]([O:39][CH3:40])=[O:38])C=CC=CC=1.[CH2:53](Cl)Cl. No catalyst specified. The product is [CH3:1][O:2][C:3]1[CH:4]=[CH:5][C:6]2[C:10]([O:11][C:12]3[CH:13]=[CH:14][C:15](/[CH:53]=[CH:36]/[C:37]([O:39][CH3:40])=[O:38])=[N:16][CH:17]=3)=[C:9]([C:20]3[CH:25]=[CH:24][C:23]([O:26][CH3:27])=[CH:22][CH:21]=3)[S:8][C:7]=2[CH:28]=1. The yield is 0.320. (7) The reactants are [Cl:1][C:2]1[CH:3]=[C:4]([C@@H:9]([CH2:21][CH:22]2[CH2:27][CH2:26][CH2:25][CH2:24][O:23]2)[C:10](N2[C@@H](C(C)C)COC2=O)=[O:11])[CH:5]=[CH:6][C:7]=1[Cl:8].OO.[OH-].[Li+].S([O-])([O-])=[O:33].[Na+].[Na+].C(=O)(O)[O-].[Na+]. The catalyst is O1CCCC1.O. The product is [Cl:1][C:2]1[CH:3]=[C:4]([C@@H:9]([CH2:21][CH:22]2[CH2:27][CH2:26][CH2:25][CH2:24][O:23]2)[C:10]([OH:11])=[O:33])[CH:5]=[CH:6][C:7]=1[Cl:8]. The yield is 0.480.